Dataset: Reaction yield outcomes from USPTO patents with 853,638 reactions. Task: Predict the reaction yield, written as a fraction of the theoretical maximum amount of product (1.0 means a 100% yield; for example, 0.34 means a 34% yield). (1) The reactants are Cl[C:2]1[N:6]2[CH:7]=[C:8]([F:11])[CH:9]=[CH:10][C:5]2=[N:4][N:3]=1.[CH3:12][OH:13]. The catalyst is CC(N(C)C)=O.C(Cl)Cl. The product is [F:11][C:8]1[CH:9]=[CH:10][C:5]2[N:6]([C:2]([N:6]3[CH2:7][CH2:8][CH2:9][C@@H:10]([CH2:12][OH:13])[CH2:5]3)=[N:3][N:4]=2)[CH:7]=1. The yield is 0.290. (2) The reactants are [Br-].[CH3:2][C:3]1[CH:28]=[CH:27][CH:26]=[C:25]([CH3:29])[C:4]=1[CH2:5][P+](C1C=CC=CC=1)(C1C=CC=CC=1)C1C=CC=CC=1.[CH:30]([C:32]1[CH:33]=[C:34]([CH:39]=[CH:40][CH:41]=1)[C:35]([O:37][CH3:38])=[O:36])=O. No catalyst specified. The product is [CH3:29][C:25]1[CH:26]=[CH:27][CH:28]=[C:3]([CH3:2])[C:4]=1[CH:5]=[CH:30][C:32]1[CH:33]=[C:34]([CH:39]=[CH:40][CH:41]=1)[C:35]([O:37][CH3:38])=[O:36]. The yield is 0.710. (3) The reactants are [NH2:1][C@@H:2]([CH2:33][C:34]1[CH:39]=[CH:38][CH:37]=[CH:36][CH:35]=1)[C@@H:3]([OH:32])[CH2:4][C@H:5]([NH:19][C:20]([C@@H:22]([NH:27][C:28](=[O:31])[O:29][CH3:30])[C:23]([CH3:26])([CH3:25])[CH3:24])=[O:21])[CH2:6][C:7]1[CH:12]=[CH:11][C:10]([C:13]2[CH:18]=[CH:17][CH:16]=[CH:15][N:14]=2)=[CH:9][CH:8]=1.[CH3:40][C:41]([CH3:61])([CH3:60])[C@H:42]([N:46]1[CH2:50][CH2:49][N:48]([CH2:51][C:52]2[CH:57]=[CH:56][CH:55]=[CH:54][C:53]=2[CH3:58])[C:47]1=[O:59])[C:43](O)=[O:44].CCOP(ON1N=NC2C=CC=CC=2C1=O)(OCC)=O.C(N(CC)C(C)C)(C)C. The catalyst is C1COCC1. The product is [CH3:40][C:41]([CH3:61])([CH3:60])[C@H:42]([N:46]1[CH2:50][CH2:49][N:48]([CH2:51][C:52]2[CH:57]=[CH:56][CH:55]=[CH:54][C:53]=2[CH3:58])[C:47]1=[O:59])[C:43]([NH:1][C@@H:2]([CH2:33][C:34]1[CH:35]=[CH:36][CH:37]=[CH:38][CH:39]=1)[C@@H:3]([OH:32])[CH2:4][C@H:5]([NH:19][C:20]([C@@H:22]([NH:27][C:28](=[O:31])[O:29][CH3:30])[C:23]([CH3:26])([CH3:25])[CH3:24])=[O:21])[CH2:6][C:7]1[CH:12]=[CH:11][C:10]([C:13]2[CH:18]=[CH:17][CH:16]=[CH:15][N:14]=2)=[CH:9][CH:8]=1)=[O:44]. The yield is 0.420.